This data is from Full USPTO retrosynthesis dataset with 1.9M reactions from patents (1976-2016). The task is: Predict the reactants needed to synthesize the given product. Given the product [NH2:1][C:2]1[C:11]([C:12]2[S:13][C:14]3[CH:20]=[CH:19][C:18]([NH:21][C:22](=[O:29])[C:23]4[CH:28]=[CH:27][CH:26]=[CH:25][CH:24]=4)=[CH:17][C:15]=3[CH:16]=2)=[CH:10][C:5]([C:6]([O:8][CH3:9])=[O:7])=[CH:4][N:3]=1, predict the reactants needed to synthesize it. The reactants are: [NH2:1][C:2]1[C:11]([C:12]2[S:13][C:14]3[CH:20]=[CH:19][C:18]([NH2:21])=[CH:17][C:15]=3[CH:16]=2)=[CH:10][C:5]([C:6]([O:8][CH3:9])=[O:7])=[CH:4][N:3]=1.[C:22](O)(=[O:29])[C:23]1[CH:28]=[CH:27][CH:26]=[CH:25][CH:24]=1.